Task: Regression. Given a peptide amino acid sequence and an MHC pseudo amino acid sequence, predict their binding affinity value. This is MHC class I binding data.. Dataset: Peptide-MHC class I binding affinity with 185,985 pairs from IEDB/IMGT (1) The peptide sequence is SVLRAVLPR. The MHC is HLA-A11:01 with pseudo-sequence HLA-A11:01. The binding affinity (normalized) is 0.797. (2) The binding affinity (normalized) is 0.369. The peptide sequence is STSNPLGFF. The MHC is Patr-A0301 with pseudo-sequence Patr-A0301. (3) The peptide sequence is TTFPVNGGY. The MHC is HLA-A02:01 with pseudo-sequence HLA-A02:01. The binding affinity (normalized) is 0.0847. (4) The peptide sequence is VGYVDDTQF. The MHC is HLA-A02:01 with pseudo-sequence HLA-A02:01. The binding affinity (normalized) is 0.0847.